This data is from Forward reaction prediction with 1.9M reactions from USPTO patents (1976-2016). The task is: Predict the product of the given reaction. (1) Given the reactants [C:1]([O:5][C:6]([N:8]1[CH2:13][C@H:12]([CH2:14][N:15]2[CH2:19][CH2:18][CH2:17][C:16]2=[O:20])[N:11]([CH2:21][C:22](O)=[O:23])[CH2:10][C@H:9]1[CH3:25])=[O:7])([CH3:4])([CH3:3])[CH3:2].[F:26][C:27]([C:31]1[CH:32]=[C:33]2[NH:39][CH2:38][C:37]([CH3:41])([CH3:40])[C:34]2=[N:35][CH:36]=1)([F:30])[CH2:28][CH3:29].C(N(CC)C(C)C)(C)C.F[P-](F)(F)(F)(F)F.N1(OC(N(C)C)=[N+](C)C)C2N=CC=CC=2N=N1.C(=O)(O)[O-].[Na+], predict the reaction product. The product is: [C:1]([O:5][C:6]([N:8]1[CH2:13][C@H:12]([CH2:14][N:15]2[CH2:19][CH2:18][CH2:17][C:16]2=[O:20])[N:11]([CH2:21][C:22]([N:39]2[C:33]3[C:34](=[N:35][CH:36]=[C:31]([C:27]([F:30])([F:26])[CH2:28][CH3:29])[CH:32]=3)[C:37]([CH3:40])([CH3:41])[CH2:38]2)=[O:23])[CH2:10][C@H:9]1[CH3:25])=[O:7])([CH3:3])([CH3:4])[CH3:2]. (2) The product is: [CH3:1][C:2]1[CH:9]=[CH:8][C:5]([CH:6]([OH:7])[CH3:16])=[C:4]([O:10][C@H:11]([CH2:13][CH:14]=[CH2:15])[CH3:12])[CH:3]=1. Given the reactants [CH3:1][C:2]1[CH:9]=[CH:8][C:5]([CH:6]=[O:7])=[C:4]([O:10][C@H:11]([CH2:13][CH:14]=[CH2:15])[CH3:12])[CH:3]=1.[CH3:16][Mg]I, predict the reaction product. (3) Given the reactants [O:1]1[CH2:4][CH:3]([CH2:5][CH2:6][OH:7])[CH2:2]1.[C:8]1([CH3:18])[CH:13]=[CH:12][C:11]([S:14](Cl)(=[O:16])=[O:15])=[CH:10][CH:9]=1, predict the reaction product. The product is: [CH3:18][C:8]1[CH:13]=[CH:12][C:11]([S:14]([O:7][CH2:6][CH2:5][CH:3]2[CH2:4][O:1][CH2:2]2)(=[O:16])=[O:15])=[CH:10][CH:9]=1. (4) Given the reactants O[CH2:2][CH:3]([CH2:5]O)[OH:4].P(=O)(O)(O)O.[Al:12], predict the reaction product. The product is: [CH3:2][CH:3]([CH3:5])[O-:4].[Al+3:12].[CH3:2][CH:3]([CH3:5])[O-:4].[CH3:2][CH:3]([CH3:5])[O-:4]. (5) Given the reactants [NH:1]1[CH2:6][CH2:5][CH2:4][CH:3]([O:7][C:8]2[CH:9]=[C:10]3[C:14](=[CH:15][CH:16]=2)[NH:13][N:12]=[CH:11]3)[CH2:2]1.I[CH2:18][CH2:19][OH:20].C(=O)([O-])[O-].[K+].[K+], predict the reaction product. The product is: [NH:13]1[C:14]2[C:10](=[CH:9][C:8]([O:7][CH:3]3[CH2:4][CH2:5][CH2:6][N:1]([CH2:18][CH2:19][OH:20])[CH2:2]3)=[CH:16][CH:15]=2)[CH:11]=[N:12]1. (6) Given the reactants O1CCNCCOB1[C:9]1[C:10]([C:19]([F:22])([F:21])[F:20])=[CH:11][C:12]([NH:15][C:16](=[O:18])[CH3:17])=[N:13][CH:14]=1.Cl[C:24]1[N:29]=[C:28]([N:30]2[CH2:35][CH2:34][O:33][CH2:32][CH2:31]2)[N:27]=[C:26]([N:36]2[CH2:41][CH2:40][O:39][CH2:38][CH2:37]2)[CH:25]=1, predict the reaction product. The product is: [O:33]1[CH2:34][CH2:35][N:30]([C:28]2[N:29]=[C:24]([C:9]3[C:10]([C:19]([F:20])([F:21])[F:22])=[CH:11][C:12]([NH:15][C:16](=[O:18])[CH3:17])=[N:13][CH:14]=3)[CH:25]=[C:26]([N:36]3[CH2:37][CH2:38][O:39][CH2:40][CH2:41]3)[N:27]=2)[CH2:31][CH2:32]1. (7) Given the reactants [Cl:1][C:2]1[CH:7]=[C:6]([Cl:8])[CH:5]=[CH:4][C:3]=1[N:9]=[C:10]=[O:11].[NH:12]1[CH2:16][CH2:15][CH2:14][CH2:13]1, predict the reaction product. The product is: [Cl:1][C:2]1[CH:7]=[C:6]([Cl:8])[CH:5]=[CH:4][C:3]=1[NH:9][C:10]([N:12]1[CH2:16][CH2:15][CH2:14][CH2:13]1)=[O:11].